Predict the product of the given reaction. From a dataset of Forward reaction prediction with 1.9M reactions from USPTO patents (1976-2016). (1) Given the reactants [CH3:1][N:2]([CH3:19])[C@H:3]1[CH2:12][CH2:11][C:10]2[C:9]([S:13](Cl)(=[O:15])=[O:14])=[CH:8][CH:7]=[C:6]([O:17][CH3:18])[C:5]=2[CH2:4]1.C(N(CC)CC)C.[Cl:27][C:28]1[CH:29]=[CH:30][C:31]([O:35][CH3:36])=[C:32]([CH:34]=1)[NH2:33], predict the reaction product. The product is: [Cl:27][C:28]1[CH:29]=[CH:30][C:31]([O:35][CH3:36])=[C:32]([NH:33][S:13]([C:9]2[C:10]3[CH2:11][CH2:12][C@H:3]([N:2]([CH3:19])[CH3:1])[CH2:4][C:5]=3[C:6]([O:17][CH3:18])=[CH:7][CH:8]=2)(=[O:15])=[O:14])[CH:34]=1. (2) Given the reactants [CH3:1][C:2]1[O:6][C:5]([C:7]2[CH:14]=[CH:13][C:10]([CH:11]=O)=[CH:9][CH:8]=2)=[N:4][N:3]=1.[OH-:15].[K+].C(Br)(Br)Br.[OH-].[K+].[CH:23]1([CH2:26][OH:27])[CH2:25][CH2:24]1.C1([CH2:31][OH:32])CC1, predict the reaction product. The product is: [CH:23]1([CH2:26][O:27][CH:11]([C:10]2[CH:13]=[CH:14][C:7]([C:5]3[O:6][C:2]([CH3:1])=[N:3][N:4]=3)=[CH:8][CH:9]=2)[C:31]([OH:32])=[O:15])[CH2:25][CH2:24]1. (3) Given the reactants [NH2:1][C:2]1[N:3]=[C:4]([N:9]2[CH2:14][CH2:13][O:12][CH2:11][CH2:10]2)[S:5][C:6]=1[C:7]#[N:8].[C:15](Cl)(=[O:17])[CH3:16], predict the reaction product. The product is: [C:7]([C:6]1[S:5][C:4]([N:9]2[CH2:14][CH2:13][O:12][CH2:11][CH2:10]2)=[N:3][C:2]=1[NH:1][C:15](=[O:17])[CH3:16])#[N:8]. (4) Given the reactants [Br:1][C:2]1[CH:42]=[C:41]([F:43])[CH:40]=[CH:39][C:3]=1[O:4][C:5]1[C:6]([NH:20][C:21]2[S:22][CH:23]=[C:24]([CH:26]3[CH2:31][CH2:30][N:29](C(OC(C)(C)C)=O)[CH2:28][CH2:27]3)[N:25]=2)=[N:7][CH:8]=[C:9]([S:11][C:12]2[CH:17]=[CH:16][CH:15]=[C:14]([O:18][CH3:19])[CH:13]=2)[CH:10]=1.C(O)(C(F)(F)F)=O.O.C([O-])([O-])=O.[Na+].[Na+], predict the reaction product. The product is: [Br:1][C:2]1[CH:42]=[C:41]([F:43])[CH:40]=[CH:39][C:3]=1[O:4][C:5]1[C:6]([NH:20][C:21]2[S:22][CH:23]=[C:24]([CH:26]3[CH2:31][CH2:30][NH:29][CH2:28][CH2:27]3)[N:25]=2)=[N:7][CH:8]=[C:9]([S:11][C:12]2[CH:17]=[CH:16][CH:15]=[C:14]([O:18][CH3:19])[CH:13]=2)[CH:10]=1. (5) Given the reactants C(C1N=[C:7]([N:22]2C[CH2:26][O:25][CH2:24][CH2:23]2)[C:8]2N=NN(CC3C=CC=CC=3Cl)[C:9]=2N=1)(C)(C)C.[C:28]([C:32]1[N:33]=[C:34](Cl)[C:35]2[N:40]=[N:39][N:38]([CH2:41][C:42]3[CH:47]=[CH:46][CH:45]=[CH:44][C:43]=3[Cl:48])[C:36]=2[N:37]=1)([CH3:31])([CH3:30])[CH3:29].COC[C@H]1CCCN1, predict the reaction product. The product is: [C:28]([C:32]1[N:33]=[C:34]([N:22]2[CH2:7][CH2:8][CH2:9][C@@H:23]2[CH2:24][O:25][CH3:26])[C:35]2[N:40]=[N:39][N:38]([CH2:41][C:42]3[CH:47]=[CH:46][CH:45]=[CH:44][C:43]=3[Cl:48])[C:36]=2[N:37]=1)([CH3:31])([CH3:30])[CH3:29]. (6) Given the reactants [C:1]([C:4]1[CH:9]=[CH:8][CH:7]=[CH:6][CH:5]=1)(=[O:3])[CH3:2].B1(C)OC(C2C=CC=CC=2)(C2C=CC=CC=2)[C@H]2N1CCC2.CSC.B, predict the reaction product. The product is: [C:4]1([C@H:1]([OH:3])[CH3:2])[CH:9]=[CH:8][CH:7]=[CH:6][CH:5]=1. (7) Given the reactants ClC1C=CC(C([CH:10]2[CH2:15][CH2:14][N:13]([CH3:16])[CH2:12][CH2:11]2)O)=CC=1.S(Cl)([Cl:19])=O.[OH-].[Na+].[C:23]1([CH3:29])[CH:28]=[CH:27][CH:26]=[CH:25][CH:24]=1, predict the reaction product. The product is: [Cl:19][CH:10]1[CH2:15][CH2:14][N:13]([CH3:16])[CH:12]([CH2:29][C:23]2[CH:28]=[CH:27][CH:26]=[CH:25][CH:24]=2)[CH2:11]1.